From a dataset of Forward reaction prediction with 1.9M reactions from USPTO patents (1976-2016). Predict the product of the given reaction. (1) The product is: [OH:18][CH2:19][CH2:20][NH:21][S:22]([C:25]1[CH:30]=[CH:29][C:28]([C:2]2[C:3]3[C:4]4[CH:17]=[CH:16][S:15][C:5]=4[C:6](=[O:14])[NH:7][C:8]=3[CH:9]=[CH:10][C:11]=2[O:12][CH3:13])=[CH:27][CH:26]=1)(=[O:24])=[O:23]. Given the reactants Br[C:2]1[C:3]2[C:4]3[CH:17]=[CH:16][S:15][C:5]=3[C:6](=[O:14])[NH:7][C:8]=2[CH:9]=[CH:10][C:11]=1[O:12][CH3:13].[OH:18][CH2:19][CH2:20][NH:21][S:22]([C:25]1[CH:30]=[CH:29][C:28](B2OC(C)(C)C(C)(C)O2)=[CH:27][CH:26]=1)(=[O:24])=[O:23], predict the reaction product. (2) Given the reactants Cl[C:2]1[C:11]([CH:12]=[O:13])=[CH:10][C:9]2[C:4](=[CH:5][C:6]([F:15])=[C:7]([F:14])[CH:8]=2)[N:3]=1.[C:16](=[O:19])([O-])[O-].[K+].[K+].[C:22]1([CH3:28])[CH:27]=[CH:26][CH:25]=[CH:24][CH:23]=1, predict the reaction product. The product is: [CH2:28]([O:19][CH2:16][CH:25]1[CH2:26][CH2:27][CH:22]([C@H:28]2[CH2:10][CH2:11][CH2:2][N:3]2[C:2]2[C:11]([CH:12]=[O:13])=[CH:10][C:9]3[C:4](=[CH:5][C:6]([F:15])=[C:7]([F:14])[CH:8]=3)[N:3]=2)[CH2:23][CH2:24]1)[C:22]1[CH:27]=[CH:26][CH:25]=[CH:24][CH:23]=1. (3) Given the reactants Br[C:2]1[N:3]=[C:4]([C:20]2[C:21]([CH3:29])=[N:22][N:23]3[CH:28]=[CH:27][CH:26]=[CH:25][C:24]=23)[S:5][C:6]=1[C:7]1[N:11]=[CH:10][N:9]([CH2:12][O:13][CH2:14][CH2:15][Si:16]([CH3:19])([CH3:18])[CH3:17])[N:8]=1.[Cl:30][C:31]1[CH:38]=[CH:37][C:34]([NH:35][CH3:36])=[CH:33][CH:32]=1.CC(C)([O-])C.[Na+].C1(C)C=CC=CC=1, predict the reaction product. The product is: [Cl:30][C:31]1[CH:38]=[CH:37][C:34]([N:35]([CH3:36])[C:2]2[N:3]=[C:4]([C:20]3[C:21]([CH3:29])=[N:22][N:23]4[CH:28]=[CH:27][CH:26]=[CH:25][C:24]=34)[S:5][C:6]=2[C:7]2[N:11]=[CH:10][N:9]([CH2:12][O:13][CH2:14][CH2:15][Si:16]([CH3:17])([CH3:18])[CH3:19])[N:8]=2)=[CH:33][CH:32]=1. (4) Given the reactants C[O:2][C:3](=O)[C:4]1[CH:9]=[CH:8][CH:7]=[C:6]([C:10]2[O:11][C:12]([CH3:36])=[C:13]([CH2:15][N:16]3[C:24]4[C:19](=[CH:20][C:21]([C:25]([OH:34])([C:30]([F:33])([F:32])[F:31])[C:26]([F:29])([F:28])[F:27])=[CH:22][CH:23]=4)[CH2:18][CH:17]3[CH3:35])[N:14]=2)[CH:5]=1.[H-].[Al+3].[Li+].[H-].[H-].[H-], predict the reaction product. The product is: [F:32][C:30]([F:31])([F:33])[C:25]([C:21]1[CH:20]=[C:19]2[C:24](=[CH:23][CH:22]=1)[N:16]([CH2:15][C:13]1[N:14]=[C:10]([C:6]3[CH:7]=[CH:8][CH:9]=[C:4]([CH2:3][OH:2])[CH:5]=3)[O:11][C:12]=1[CH3:36])[CH:17]([CH3:35])[CH2:18]2)([OH:34])[C:26]([F:29])([F:28])[F:27].